Dataset: Catalyst prediction with 721,799 reactions and 888 catalyst types from USPTO. Task: Predict which catalyst facilitates the given reaction. Reactant: [CH3:1][NH:2][CH2:3][C:4]1[CH:5]=[N:6][C:7]([CH3:10])=[N:8][CH:9]=1.[F:11][C:12]([F:34])([F:33])[C:13]1[CH:14]=[C:15]([C:23]2[N:27]=[CH:26][N:25](/[CH:28]=[CH:29]\[C:30]([OH:32])=O)[N:24]=2)[CH:16]=[C:17]([C:19]([F:22])([F:21])[F:20])[CH:18]=1.C(P1(=O)OP(CCC)(=O)OP(CCC)(=O)O1)CC.CCN(C(C)C)C(C)C. Product: [F:34][C:12]([F:11])([F:33])[C:13]1[CH:14]=[C:15]([C:23]2[N:27]=[CH:26][N:25](/[CH:28]=[CH:29]\[C:30]([N:2]([CH3:1])[CH2:3][C:4]3[CH:5]=[N:6][C:7]([CH3:10])=[N:8][CH:9]=3)=[O:32])[N:24]=2)[CH:16]=[C:17]([C:19]([F:22])([F:21])[F:20])[CH:18]=1. The catalyst class is: 98.